From a dataset of Full USPTO retrosynthesis dataset with 1.9M reactions from patents (1976-2016). Predict the reactants needed to synthesize the given product. (1) Given the product [C:36]([CH2:37][CH2:38][NH:39][C:20]([C:19]1[CH:23]=[CH:24][C:25]([O:26][C:27]2[CH:32]=[C:31]([CH3:33])[CH:30]=[C:29]([CH3:34])[CH:28]=2)=[C:17]([S:14]([N:11]2[CH2:12][CH2:13][N:8]([C:6]([O:5][C:1]([CH3:4])([CH3:3])[CH3:2])=[O:7])[CH2:9][CH2:10]2)(=[O:16])=[O:15])[CH:18]=1)=[O:21])#[N:35], predict the reactants needed to synthesize it. The reactants are: [C:1]([O:5][C:6]([N:8]1[CH2:13][CH2:12][N:11]([S:14]([C:17]2[CH:18]=[C:19]([CH:23]=[CH:24][C:25]=2[O:26][C:27]2[CH:32]=[C:31]([CH3:33])[CH:30]=[C:29]([CH3:34])[CH:28]=2)[C:20](O)=[O:21])(=[O:16])=[O:15])[CH2:10][CH2:9]1)=[O:7])([CH3:4])([CH3:3])[CH3:2].[NH2:35][CH2:36][CH2:37][C:38]#[N:39].C1C=CC2N(O)N=NC=2C=1.Cl.C(N=C=NCCCN(C)C)C. (2) Given the product [CH2:1]([C:3]1([CH2:13][C:14]([OH:41])([C:16]([F:17])([F:18])[F:19])[CH2:15][OH:142])[C:12]2[C:7](=[CH:8][CH:9]=[CH:10][CH:11]=2)[CH2:6][CH2:5][CH2:4]1)[CH3:2], predict the reactants needed to synthesize it. The reactants are: [CH2:1]([C:3]1([CH2:13][C:14]([C:16]([F:19])([F:18])[F:17])=[CH2:15])[C:12]2[C:7](=[CH:8][CH:9]=[CH:10][CH:11]=2)[CH2:6][CH2:5][CH2:4]1)[CH3:2].CC[C@H]1[C@H]2C[C@H]([C@H](OC3C4C(=CC=CC=4)C(O[C@H](C4C=CN=C5C=4C=C(OC)C=C5)[C@@H]4N5C[C@H](CC)[C@@H](CC5)C4)=NN=3)C3C=CN=C4C=3C=C([O:41]C)C=C4)N(CC2)C1.CC[C@@H]1[C@@H]2C[C@H]([C@@H](OC3C4C(=CC=CC=4)C(O[C@@H](C4C=CN=C5C=4C=C(OC)C=C5)[C@@H]4N5C[C@H](CC)[C@@H](CC5)C4)=NN=3)C3C=CN=C4C=3C=C(OC)C=C4)N(CC2)C1.S([O-])([O-])=O.[Na+].[Na+].[OH2:142]. (3) Given the product [CH:11]([N:8]1[C:6]2=[N:7][C:2]([C:18]3[CH:19]=[CH:20][S:16][CH:17]=3)=[C:3]([CH:14]=[O:15])[CH:4]=[C:5]2[CH:10]=[N:9]1)([CH3:13])[CH3:12], predict the reactants needed to synthesize it. The reactants are: Cl[C:2]1[N:7]=[C:6]2[N:8]([CH:11]([CH3:13])[CH3:12])[N:9]=[CH:10][C:5]2=[CH:4][C:3]=1[CH:14]=[O:15].[S:16]1[CH:20]=[CH:19][C:18](B(O)O)=[CH:17]1.C([O-])([O-])=O.[Na+].[Na+]. (4) Given the product [Cl:24][C:21]1[CH:20]=[CH:19][C:18]([C:12]2[C:11]3[CH2:10][CH2:9][NH:8][CH2:17][CH2:16][C:15]=3[N:14]([CH2:35][C:26]3[CH:27]=[CH:28][C:29]4[C:34](=[CH:33][CH:32]=[CH:31][CH:30]=4)[CH:25]=3)[N:13]=2)=[CH:23][CH:22]=1, predict the reactants needed to synthesize it. The reactants are: C(OC([N:8]1[CH2:17][CH2:16][C:15]2[NH:14][N:13]=[C:12]([C:18]3[CH:23]=[CH:22][C:21]([Cl:24])=[CH:20][CH:19]=3)[C:11]=2[CH2:10][CH2:9]1)=O)(C)(C)C.[CH:25]1[C:34]2[C:29](=[CH:30][CH:31]=[CH:32][CH:33]=2)[CH:28]=[CH:27][C:26]=1[CH2:35]Cl. (5) Given the product [CH3:41][C:19]1[CH:20]=[C:21]([C:24]([N:26]2[CH2:35][CH2:34][C:33]3[S:32][C:31]([CH3:36])=[N:30][C:29]=3[C:28]3[CH:37]=[CH:38][CH:39]=[CH:40][C:27]2=3)=[O:25])[CH:22]=[CH:23][C:18]=1[CH2:17][NH:16][C:13]([CH:10]1[CH2:12][CH2:11]1)=[O:14], predict the reactants needed to synthesize it. The reactants are: CCN(C(C)C)C(C)C.[CH:10]1([C:13](Cl)=[O:14])[CH2:12][CH2:11]1.[NH2:16][CH2:17][C:18]1[CH:23]=[CH:22][C:21]([C:24]([N:26]2[CH2:35][CH2:34][C:33]3[S:32][C:31]([CH3:36])=[N:30][C:29]=3[C:28]3[CH:37]=[CH:38][CH:39]=[CH:40][C:27]2=3)=[O:25])=[CH:20][C:19]=1[CH3:41]. (6) Given the product [I:55][C:56]1[CH:57]=[C:58](/[CH:59]=[CH:9]/[C:10]2[C:15]([CH3:16])([CH3:17])[CH2:14][CH2:13][CH2:12][C:11]=2[CH3:18])[CH:61]=[CH:62][C:63]=1[CH3:64], predict the reactants needed to synthesize it. The reactants are: [Br-].C1([P+](C2C=CC=CC=2)(C2C=CC=CC=2)[CH2:9][C:10]2[C:15]([CH3:17])([CH3:16])[CH2:14][CH2:13][CH2:12][C:11]=2[CH3:18])C=CC=CC=1.C1OCCOCCOCCOCCOCCOC1.CC(C)([O-])C.[K+].[I:55][C:56]1[CH:57]=[C:58]([CH:61]=[CH:62][C:63]=1[CH3:64])[CH:59]=O.[PH4+]. (7) Given the product [CH3:1][O:2][C:3]1[CH:4]=[CH:5][C:6]2[S:9][CH2:10][CH2:11][N:12]([C:13]([N:15]3[CH2:20][CH2:19][O:18][CH2:17][CH2:16]3)=[O:14])[CH2:23][C:7]=2[CH:8]=1, predict the reactants needed to synthesize it. The reactants are: [CH3:1][O:2][C:3]1[CH:8]=[CH:7][C:6]([S:9][CH2:10][CH2:11][NH:12][C:13]([N:15]2[CH2:20][CH2:19][O:18][CH2:17][CH2:16]2)=[O:14])=[CH:5][CH:4]=1.C=O.[C:23]1(C)C=CC(S(O)(=O)=O)=CC=1. (8) The reactants are: [Cl:1][C:2]1[CH:7]=[CH:6][C:5]([CH:8]([C:21]2[CH:26]=[CH:25][C:24]([Cl:27])=[CH:23][CH:22]=2)[NH:9][C:10](=[O:20])[CH:11]=[C:12]2[C:16](=[O:17])[O:15]C(C)(C)[O:13]2)=[CH:4][CH:3]=1.N#N. Given the product [Cl:1][C:2]1[CH:3]=[CH:4][C:5]([CH:8]([NH:9][C:10]([CH:11]=[C:12]([OH:13])[C:16]([OH:17])=[O:15])=[O:20])[C:21]2[CH:22]=[CH:23][C:24]([Cl:27])=[CH:25][CH:26]=2)=[CH:6][CH:7]=1, predict the reactants needed to synthesize it. (9) Given the product [C:45]([O:49][C:26](=[O:35])[NH:23][CH2:11][CH:10]([C:6]1[CH:5]=[C:4]2[C:9](=[CH:8][CH:7]=1)[NH:1][CH:2]=[CH:3]2)[C:15]1[CH:16]=[CH:17][CH:18]=[CH:19][CH:20]=1)([CH3:48])([CH3:47])[CH3:46], predict the reactants needed to synthesize it. The reactants are: [NH:1]1[C:9]2[C:4](=[CH:5][C:6]([CH:10]([C:15]3[CH:20]=[CH:19][CH:18]=[CH:17][CH:16]=3)[CH2:11]C(O)=O)=[CH:7][CH:8]=2)[CH:3]=[CH:2]1.C([N:23]([CH2:26]C)CC)C.C1(P(N=[N+]=[N-])(C2C=CC=CC=2)=[O:35])C=CC=CC=1.[C:45]([OH:49])([CH3:48])([CH3:47])[CH3:46].